This data is from Catalyst prediction with 721,799 reactions and 888 catalyst types from USPTO. The task is: Predict which catalyst facilitates the given reaction. Reactant: [CH3:1][CH:2]([CH3:23])[C@H:3]([NH:12]C(=O)OCC1C=CC=CC=1)[C:4]([N:6]1[CH2:11][CH2:10][O:9][CH2:8][CH2:7]1)=[O:5]. Product: [NH2:12][C@@H:3]([CH:2]([CH3:23])[CH3:1])[C:4]([N:6]1[CH2:7][CH2:8][O:9][CH2:10][CH2:11]1)=[O:5]. The catalyst class is: 178.